This data is from Full USPTO retrosynthesis dataset with 1.9M reactions from patents (1976-2016). The task is: Predict the reactants needed to synthesize the given product. (1) Given the product [Br:2][C:3]1[CH:4]=[CH:5][C:6]([S:11]([CH2:14][CH3:15])(=[O:13])=[O:12])=[C:7]([CH:10]=1)[CH2:8][NH:9][C:20](=[O:21])[C:19]1[CH:23]=[C:24]([C:26]([F:27])([F:28])[F:29])[CH:25]=[C:17]([Cl:16])[CH:18]=1, predict the reactants needed to synthesize it. The reactants are: Cl.[Br:2][C:3]1[CH:4]=[CH:5][C:6]([S:11]([CH2:14][CH3:15])(=[O:13])=[O:12])=[C:7]([CH:10]=1)[CH2:8][NH2:9].[Cl:16][C:17]1[CH:18]=[C:19]([CH:23]=[C:24]([C:26]([F:29])([F:28])[F:27])[CH:25]=1)[C:20](O)=[O:21]. (2) Given the product [C:1]([O:5][C:6](=[O:44])[CH2:7][CH:8]([NH:23][C:24](=[O:43])[CH2:25][CH2:26][CH2:27][CH2:28][CH2:29][CH2:30][CH2:31][CH2:32][CH2:33][CH2:34][NH:35][C:36]([O:38][C:39]([CH3:42])([CH3:41])[CH3:40])=[O:37])[C:9](=[O:22])[CH2:10][O:11][C:12]1[C:17]([F:18])=[C:16]([F:19])[CH:15]=[C:14]([F:20])[C:13]=1[F:21])([CH3:4])([CH3:2])[CH3:3], predict the reactants needed to synthesize it. The reactants are: [C:1]([O:5][C:6](=[O:44])[CH2:7][CH:8]([NH:23][C:24](=[O:43])[CH2:25][CH2:26][CH2:27][CH2:28][CH2:29][CH2:30][CH2:31][CH2:32][CH2:33][CH2:34][NH:35][C:36]([O:38][C:39]([CH3:42])([CH3:41])[CH3:40])=[O:37])[CH:9]([OH:22])[CH2:10][O:11][C:12]1[C:17]([F:18])=[C:16]([F:19])[CH:15]=[C:14]([F:20])[C:13]=1[F:21])([CH3:4])([CH3:3])[CH3:2].CC(OI1(OC(C)=O)(OC(C)=O)OC(=O)C2C=CC=CC1=2)=O.C([O-])(O)=O.[Na+]. (3) Given the product [C:24]1([S:27]([NH:1][C@@H:2]2[C:8]3[CH:9]=[CH:10][CH:11]=[CH:12][C:7]=3[CH2:6][CH2:5][CH2:4][C@H:3]2[OH:13])(=[O:29])=[O:28])[CH:25]=[CH:26][CH:21]=[CH:22][CH:23]=1, predict the reactants needed to synthesize it. The reactants are: [NH2:1][C@@H:2]1[C:8]2[CH:9]=[CH:10][CH:11]=[CH:12][C:7]=2[CH2:6][CH2:5][CH2:4][C@H:3]1[OH:13].C(N(CC)CC)C.[CH:21]1[CH:26]=[CH:25][C:24]([S:27](Cl)(=[O:29])=[O:28])=[CH:23][CH:22]=1. (4) Given the product [O:25]1[CH2:26][CH2:27][CH2:28][CH2:29][CH:24]1[O:23][CH2:22][CH2:21][CH2:20][CH2:19][CH2:18][O:1][C:2]1[CH:3]=[C:4]([C:8]2[S:9][CH:10]=[C:11]([C:13]([O:15][CH3:16])=[O:14])[N:12]=2)[CH:5]=[CH:6][CH:7]=1, predict the reactants needed to synthesize it. The reactants are: [OH:1][C:2]1[CH:3]=[C:4]([C:8]2[S:9][CH:10]=[C:11]([C:13]([O:15][CH3:16])=[O:14])[N:12]=2)[CH:5]=[CH:6][CH:7]=1.Br[CH2:18][CH2:19][CH2:20][CH2:21][CH2:22][O:23][CH:24]1[CH2:29][CH2:28][CH2:27][CH2:26][O:25]1.C(=O)([O-])[O-].[K+].[K+]. (5) Given the product [Br:1][C:2]1[CH:8]=[C:7]([F:9])[CH:6]=[CH:5][C:3]=1[NH:4][C:13](=[O:14])[CH2:12][C:10]#[N:11], predict the reactants needed to synthesize it. The reactants are: [Br:1][C:2]1[CH:8]=[C:7]([F:9])[CH:6]=[CH:5][C:3]=1[NH2:4].[C:10]([CH2:12][C:13](O)=[O:14])#[N:11].Cl.CN(C)CCCN=C=NCC.N1(O)C2C=CC=CC=2N=N1.C(N(CC)CC)C. (6) Given the product [Cl:17][C:2]1[CH:7]=[C:6]([C:8](=[NH:9])[NH:15][OH:16])[CH:5]=[CH:4][C:3]=1[CH2:10][C:11]([O:13][CH3:14])=[O:12], predict the reactants needed to synthesize it. The reactants are: Cl[C:2]1[CH:7]=[C:6]([C:8]#[N:9])[CH:5]=[CH:4][C:3]=1[CH2:10][C:11]([O:13][CH3:14])=[O:12].[NH2:15][OH:16].[ClH:17].C([O-])(O)=O.[Na+]. (7) Given the product [C:1]([O:5][C:6]([N:8]1[CH2:12][C@H:11]([O:13][Si:14]([C:17]([CH3:20])([CH3:19])[CH3:18])([CH3:16])[CH3:15])[CH2:10][C@@H:9]1[C:21](=[O:23])[NH:41][C:40]1[CH:42]=[CH:43][C:37]([Br:36])=[CH:38][C:39]=1[F:44])=[O:7])([CH3:2])([CH3:4])[CH3:3], predict the reactants needed to synthesize it. The reactants are: [C:1]([O:5][C:6]([N:8]1[CH2:12][C@H:11]([O:13][Si:14]([C:17]([CH3:20])([CH3:19])[CH3:18])([CH3:16])[CH3:15])[CH2:10][C@@H:9]1[C:21]([OH:23])=O)=[O:7])([CH3:4])([CH3:3])[CH3:2].N1C=CC=CC=1.C(Cl)(=O)C(Cl)=O.[Br:36][C:37]1[CH:43]=[CH:42][C:40]([NH2:41])=[C:39]([F:44])[CH:38]=1.